From a dataset of Full USPTO retrosynthesis dataset with 1.9M reactions from patents (1976-2016). Predict the reactants needed to synthesize the given product. (1) Given the product [Br:20][C:21]1[CH:32]=[C:25]([C:26]([C:7]2[C:15]3[C:14]([Cl:16])=[N:13][CH:12]=[N:11][C:10]=3[N:9]([CH:17]([CH3:19])[CH3:18])[CH:8]=2)=[O:27])[CH:24]=[N:23][CH:22]=1, predict the reactants needed to synthesize it. The reactants are: [Li]CCCC.Br[C:7]1[C:15]2[C:14]([Cl:16])=[N:13][CH:12]=[N:11][C:10]=2[N:9]([CH:17]([CH3:19])[CH3:18])[CH:8]=1.[Br:20][C:21]1[CH:22]=[N:23][CH:24]=[C:25]([CH:32]=1)[C:26](N(OC)C)=[O:27].CC(O)C. (2) The reactants are: [NH2:1][C:2]1[C:7]([OH:8])=[CH:6][C:5]([Br:9])=[CH:4][N:3]=1.I[CH:11]([CH3:13])[CH3:12].[OH-].[Na+]. Given the product [Br:9][C:5]1[CH:6]=[C:7]([O:8][CH:11]([CH3:13])[CH3:12])[C:2]([NH2:1])=[N:3][CH:4]=1, predict the reactants needed to synthesize it. (3) Given the product [CH2:3]1[C:2]2[CH:7]([CH2:8][CH2:9][CH2:10][CH:11]=2)[CH2:6][CH2:5][O:4]1, predict the reactants needed to synthesize it. The reactants are: C=[C:2]1[CH:7]([CH2:8][CH2:9][CH2:10][CH:11]=C)[CH2:6][CH2:5][O:4][CH2:3]1. (4) The reactants are: [CH3:1][O:2][C:3]([C:5]1[CH2:9][CH2:8][CH2:7][C:6]=1[CH:10]1[O:14][N:13]=[C:12]([C:15]2[CH:20]=[CH:19][C:18]([O:21]CC3C4C(=CC=CC=4)N=C(C)C=3)=[CH:17][CH:16]=2)[CH2:11]1)=[O:4]. Given the product [CH3:1][O:2][C:3]([C@@H:5]1[CH2:9][CH2:8][CH2:7][C@@H:6]1[CH:10]1[O:14][N:13]=[C:12]([C:15]2[CH:20]=[CH:19][C:18]([OH:21])=[CH:17][CH:16]=2)[CH2:11]1)=[O:4], predict the reactants needed to synthesize it. (5) Given the product [C:1]([C:3]1[C:8]([CH3:9])=[CH:7][CH:6]=[CH:5][C:4]=1[S:10]([NH2:13])(=[O:12])=[O:11])#[N:2], predict the reactants needed to synthesize it. The reactants are: [C:1]([C:3]1[C:8]([CH3:9])=[CH:7][CH:6]=[CH:5][C:4]=1[S:10]([N:13]=C(OCC)OCC)(=[O:12])=[O:11])#[N:2].C(N)(C)C. (6) Given the product [O:37]=[C:36]([NH:1][CH2:2][CH2:3][CH2:4][NH:5][C:6]([C:8]1[C:9]([NH:23][CH2:24][CH2:25][CH3:26])=[N:10][C:11]([NH:14][CH2:15][CH2:16][C:17]2[CH:22]=[CH:21][N:20]=[CH:19][CH:18]=2)=[N:12][CH:13]=1)=[O:7])[CH2:35][NH:34][C:27](=[O:28])[O:29][C:30]([CH3:32])([CH3:31])[CH3:33], predict the reactants needed to synthesize it. The reactants are: [NH2:1][CH2:2][CH2:3][CH2:4][NH:5][C:6]([C:8]1[C:9]([NH:23][CH2:24][CH2:25][CH3:26])=[N:10][C:11]([NH:14][CH2:15][CH2:16][C:17]2[CH:22]=[CH:21][N:20]=[CH:19][CH:18]=2)=[N:12][CH:13]=1)=[O:7].[C:27]([NH:34][CH2:35][C:36](O)=[O:37])([O:29][C:30]([CH3:33])([CH3:32])[CH3:31])=[O:28].Cl.C(N=C=NCCCN(C)C)C.O.ON1C2C=CC=CC=2N=N1.C(=O)([O-])O.[Na+]. (7) Given the product [Cl:1][C:2]1[CH:3]=[C:4]([CH:19]=[CH:20][CH:21]=1)[CH2:5][S:6][C:7]1[N:12]=[C:11]([OH:13])[C:10]([S:28][C:29]#[N:30])=[C:9]([NH:14][C@H:15]([CH3:18])[CH2:16][OH:17])[N:8]=1, predict the reactants needed to synthesize it. The reactants are: [Cl:1][C:2]1[CH:3]=[C:4]([CH:19]=[CH:20][CH:21]=1)[CH2:5][S:6][C:7]1[N:12]=[C:11]([OH:13])[CH:10]=[C:9]([NH:14][C@H:15]([CH3:18])[CH2:16][OH:17])[N:8]=1.N1C=CC=CC=1.[S-:28][C:29]#[N:30].[K+].BrBr. (8) The reactants are: [CH2:1]([C:4]1[C:12]2[O:11][N:10]=[C:9]([C:13]([F:16])([F:15])[F:14])[C:8]=2[CH:7]=[CH:6][C:5]=1[O:17][CH2:18][CH2:19][CH:20](OCCCBr)[NH:21][CH3:22])[CH2:2][CH3:3].[CH2:28]([N:31]=[C:32]=[O:33])[CH2:29][CH3:30]. Given the product [CH2:28]([NH:31][C:32](=[O:33])[N:21]([CH3:22])[CH2:20][CH2:19][CH2:18][O:17][C:5]1[CH:6]=[CH:7][C:8]2[C:9]([C:13]([F:16])([F:15])[F:14])=[N:10][O:11][C:12]=2[C:4]=1[CH2:1][CH2:2][CH3:3])[CH2:29][CH3:30], predict the reactants needed to synthesize it.